Dataset: Forward reaction prediction with 1.9M reactions from USPTO patents (1976-2016). Task: Predict the product of the given reaction. (1) Given the reactants C([O:3][C:4](=[O:20])[C:5]([CH2:12][C:13]1[CH:18]=[CH:17][C:16]([I:19])=[CH:15][CH:14]=1)(C)[C:6](OCC)=O)C.[OH-].[Na+], predict the reaction product. The product is: [I:19][C:16]1[CH:15]=[CH:14][C:13]([CH2:12][CH:5]([CH3:6])[C:4]([OH:20])=[O:3])=[CH:18][CH:17]=1. (2) Given the reactants [F:1][C:2]1[CH:31]=[CH:30][C:5]([C:6](/[N:8]=[C:9]2\[NH:10][C:11]3[CH:27]=[CH:26][C:25]([CH2:28]O)=[CH:24][C:12]=3[N:13]\2[C@@H:14]2[CH2:19][CH2:18][C@H:17]([C:20]([O:22][CH3:23])=[O:21])[CH2:16][CH2:15]2)=[O:7])=[CH:4][CH:3]=1.S(Cl)(Cl)=O.[NH:36]1[CH2:41][CH2:40][CH:39]([C:42]([OH:45])([CH3:44])[CH3:43])[CH2:38][CH2:37]1, predict the reaction product. The product is: [F:1][C:2]1[CH:31]=[CH:30][C:5]([C:6](/[N:8]=[C:9]2\[NH:10][C:11]3[CH:27]=[CH:26][C:25]([CH2:28][N:36]4[CH2:41][CH2:40][CH:39]([C:42]([OH:45])([CH3:44])[CH3:43])[CH2:38][CH2:37]4)=[CH:24][C:12]=3[N:13]\2[C@@H:14]2[CH2:19][CH2:18][C@H:17]([C:20]([O:22][CH3:23])=[O:21])[CH2:16][CH2:15]2)=[O:7])=[CH:4][CH:3]=1. (3) Given the reactants FC1C=C(C=CC=1F)[CH2:5][NH:6][C:7]([C:9]1[N:13](CC2C=CC(OC)=CC=2)[N:12]=[C:11]([N:23]2[C:27](=[O:28])[N:26]([CH2:29][C:30]3[CH:35]=[CH:34][C:33]([F:36])=[CH:32][CH:31]=3)[N:25]=[CH:24]2)[CH:10]=1)=[O:8].FC1C=CC(CN2C(=O)N(C3C=C(C(NC)=O)N(CC4C=CC(OC)=CC=4)N=3)C=N2)=CC=1, predict the reaction product. The product is: [F:36][C:33]1[CH:32]=[CH:31][C:30]([CH2:29][N:26]2[C:27](=[O:28])[N:23]([C:11]3[CH:10]=[C:9]([C:7]([NH:6][CH3:5])=[O:8])[NH:13][N:12]=3)[CH:24]=[N:25]2)=[CH:35][CH:34]=1. (4) Given the reactants [CH2:1]([N:3](CC)CC)[CH3:2].Cl.[NH2:9][C@@H:10]([CH2:13][CH:14]1[CH2:19][CH2:18]CCC1)[CH2:11][OH:12], predict the reaction product. The product is: [N:9]1[CH:18]=[CH:19][CH:14]=[CH:13][C:10]=1[C:11]1[O:12][CH2:2][CH2:1][N:3]=1. (5) Given the reactants [CH2:1]([O:3][C:4](=[O:13])[C:5]1[CH:10]=[C:9]([Br:11])[CH:8]=[CH:7][C:6]=1[OH:12])[CH3:2].[N+:14]([O-])([OH:16])=[O:15], predict the reaction product. The product is: [CH2:1]([O:3][C:4](=[O:13])[C:5]1[CH:10]=[C:9]([Br:11])[CH:8]=[C:7]([N+:14]([O-:16])=[O:15])[C:6]=1[OH:12])[CH3:2]. (6) Given the reactants C(OC([NH:8][C:9]1[S:13][C:12]([C:14]2[CH:19]=[CH:18][C:17]([CH2:20][CH2:21][C:22]([O:24][CH3:25])=[O:23])=[CH:16][CH:15]=2)=[CH:11][C:10]=1[C:26]([N:28]1[CH2:33][CH2:32][CH:31]([N:34]2[CH2:46][CH2:45][CH2:44][C:36]3([C:40](=[O:41])[O:39][C:38]([CH3:43])([CH3:42])[CH2:37]3)[CH2:35]2)[CH2:30][CH2:29]1)=[O:27])=O)(C)(C)C.C(=O)([O-])O.[Na+], predict the reaction product. The product is: [NH2:8][C:9]1[S:13][C:12]([C:14]2[CH:15]=[CH:16][C:17]([CH2:20][CH2:21][C:22]([O:24][CH3:25])=[O:23])=[CH:18][CH:19]=2)=[CH:11][C:10]=1[C:26]([N:28]1[CH2:29][CH2:30][CH:31]([N:34]2[CH2:46][CH2:45][CH2:44][C:36]3([C:40](=[O:41])[O:39][C:38]([CH3:43])([CH3:42])[CH2:37]3)[CH2:35]2)[CH2:32][CH2:33]1)=[O:27]. (7) Given the reactants [CH2:1]([C:3]1[C:11]2[C:6](=[CH:7][CH:8]=[CH:9][C:10]=2[NH:12][C:13]([C:15]2[N:19]3[CH:20]=[CH:21][CH:22]=[CH:23][C:18]3=[N:17][CH:16]=2)=[O:14])[N:5]([CH2:24][C:25]2[CH:30]=[CH:29][CH:28]=[C:27]([O:31][CH2:32][C@@H:33]3[C@@H:37]([OH:38])[CH2:36][CH2:35][NH:34]3)[N:26]=2)[N:4]=1)[CH3:2].C=O.[BH-](OC(C)=O)(OC(C)=O)O[C:43](C)=O.[Na+], predict the reaction product. The product is: [CH2:1]([C:3]1[C:11]2[C:6](=[CH:7][CH:8]=[CH:9][C:10]=2[NH:12][C:13]([C:15]2[N:19]3[CH:20]=[CH:21][CH:22]=[CH:23][C:18]3=[N:17][CH:16]=2)=[O:14])[N:5]([CH2:24][C:25]2[CH:30]=[CH:29][CH:28]=[C:27]([O:31][CH2:32][C@@H:33]3[C@@H:37]([OH:38])[CH2:36][CH2:35][N:34]3[CH3:43])[N:26]=2)[N:4]=1)[CH3:2].